Task: Predict the product of the given reaction.. Dataset: Forward reaction prediction with 1.9M reactions from USPTO patents (1976-2016) (1) Given the reactants [CH3:1][C@@:2]12[CH2:24][CH2:23][C@:22]3([CH3:25])[C:8](=[CH:9][C:10]([C@H:12]4[C@@:21]3([CH3:26])[CH2:20][CH2:19][C@@H:18]3[C@:13]4([CH3:54])[CH2:14][CH2:15][C@H:16]([O:29][C@H:30]4[O:35][C@H:34]([C:36]([OH:38])=[O:37])[C@@H:33]([OH:39])[C@H:32]([OH:40])[C@H:31]4[O:41][C@@H:42]4[O:47][C@H:46]([C:48]([OH:50])=[O:49])[C@@H:45]([OH:51])[C@H:44]([OH:52])[C@H:43]4[OH:53])[C:17]3([CH3:28])[CH3:27])=[O:11])[C@@H:7]1[CH2:6][C@:5]([C:56]([OH:58])=[O:57])([CH3:55])[CH2:4][CH2:3]2.[CH2:59]([NH2:62])[CH2:60][NH2:61].C1(N=C=NC2CCCCC2)CCCCC1, predict the reaction product. The product is: [CH3:1][C@@:2]12[CH2:24][CH2:23][C@:22]3([CH3:25])[C:8](=[CH:9][C:10]([C@H:12]4[C@@:21]3([CH3:26])[CH2:20][CH2:19][C@@H:18]3[C@:13]4([CH3:54])[CH2:14][CH2:15][C@H:16]([O:29][C@H:30]4[O:35][C@H:34]([C:36]([OH:38])=[O:37])[C@@H:33]([OH:39])[C@H:32]([OH:40])[C@H:31]4[O:41][C@@H:42]4[O:47][C@H:46]([C:48]([OH:50])=[O:49])[C@@H:45]([OH:51])[C@H:44]([OH:52])[C@H:43]4[OH:53])[C:17]3([CH3:27])[CH3:28])=[O:11])[C@@H:7]1[CH2:6][C@:5]([C:56]([OH:58])=[O:57])([CH3:55])[CH2:4][CH2:3]2.[CH2:59]([NH2:62])[CH2:60][NH2:61]. (2) Given the reactants [NH2:1][C:2]1[N:7]=[C:6]([C:8]2[CH:13]=[CH:12][C:11]([CH3:14])=[CH:10][CH:9]=2)[C:5]([C:15]2[CH:16]=[CH:17][C:18](=[O:21])[NH:19][N:20]=2)=[CH:4][N:3]=1.[CH3:22]I, predict the reaction product. The product is: [NH2:1][C:2]1[N:7]=[C:6]([C:8]2[CH:9]=[CH:10][C:11]([CH3:14])=[CH:12][CH:13]=2)[C:5]([C:15]2[CH:16]=[CH:17][C:18](=[O:21])[N:19]([CH3:22])[N:20]=2)=[CH:4][N:3]=1. (3) Given the reactants F[C:2]1[N:10]=[C:9]2[C:5]([N:6]=[C:7]([CH2:11][C:12]3[C:20](I)=[CH:19][C:15]4[CH2:16][CH2:17][O:18][C:14]=4[CH:13]=3)[NH:8]2)=[C:4]([NH2:22])[N:3]=1.C(O)(C(F)(F)F)=O.C1C(=O)[N:34](I)C(=O)C1, predict the reaction product. The product is: [O:18]1[C:14]2[CH:13]=[C:12]([CH2:11][C:7]3[NH:8][C:9]4[C:5]([N:6]=3)=[C:4]([NH2:22])[N:3]=[C:2]([NH2:34])[N:10]=4)[CH:20]=[CH:19][C:15]=2[CH2:16][CH2:17]1. (4) Given the reactants [CH3:1][O:2][C:3]1[C:8]2[C:9](=[O:12])[O:10][CH2:11][C:7]=2[CH:6]=[C:5]([CH2:13][CH:14]=[O:15])[CH:4]=1.[BH4-].[Na+], predict the reaction product. The product is: [OH:15][CH2:14][CH2:13][C:5]1[CH:4]=[C:3]([O:2][CH3:1])[C:8]2[C:9](=[O:12])[O:10][CH2:11][C:7]=2[CH:6]=1.